Dataset: Full USPTO retrosynthesis dataset with 1.9M reactions from patents (1976-2016). Task: Predict the reactants needed to synthesize the given product. (1) Given the product [CH3:9][NH:10][N:11]=[C:6]([CH3:7])[CH2:5][S:2]([CH3:1])(=[O:4])=[O:3], predict the reactants needed to synthesize it. The reactants are: [CH3:1][S:2]([CH2:5][C:6](=O)[CH3:7])(=[O:4])=[O:3].[CH3:9][NH:10][NH2:11]. (2) Given the product [Cl:1][C:2]1[CH:3]=[C:4]([C:9]2([C:24]([F:27])([F:26])[F:25])[O:13][CH2:12][C:11]([C:14]3[CH:22]=[CH:21][C:17]([C:18]([NH2:29])=[O:19])=[C:16]([CH3:23])[CH:15]=3)=[CH:10]2)[CH:5]=[C:6]([Cl:8])[CH:7]=1, predict the reactants needed to synthesize it. The reactants are: [Cl:1][C:2]1[CH:3]=[C:4]([C:9]2([C:24]([F:27])([F:26])[F:25])[O:13][CH2:12][C:11]([C:14]3[CH:22]=[CH:21][C:17]([C:18](O)=[O:19])=[C:16]([CH3:23])[CH:15]=3)=[CH:10]2)[CH:5]=[C:6]([Cl:8])[CH:7]=1.C[N:29](C)C=O.C(Cl)(=O)C(Cl)=O. (3) The reactants are: [OH-].[K+].[CH3:3][O:4][C:5]1[CH:6]=[C:7]2[C:11](=[CH:12][C:13]=1[O:14][CH3:15])[N:10]([CH3:16])[CH:9]=[C:8]2[C:17]1[N:39](S(C2C=CC(C)=CC=2)(=O)=O)[C:20]2=[N:21][CH:22]=[CH:23][C:24]([CH2:25][NH:26][CH2:27][C:28]3[CH:33]=[CH:32][C:31]([S:34][C:35]([F:38])([F:37])[F:36])=[CH:30][CH:29]=3)=[C:19]2[CH:18]=1. Given the product [CH3:3][O:4][C:5]1[CH:6]=[C:7]2[C:11](=[CH:12][C:13]=1[O:14][CH3:15])[N:10]([CH3:16])[CH:9]=[C:8]2[C:17]1[NH:39][C:20]2=[N:21][CH:22]=[CH:23][C:24]([CH2:25][NH:26][CH2:27][C:28]3[CH:33]=[CH:32][C:31]([S:34][C:35]([F:37])([F:38])[F:36])=[CH:30][CH:29]=3)=[C:19]2[CH:18]=1, predict the reactants needed to synthesize it. (4) Given the product [C:1]([C:3]1[C:12]2[C:7](=[CH:8][CH:9]=[CH:10][CH:11]=2)[C:6]([S:13][C:14]2([C:18]([OH:20])=[O:19])[CH2:17][CH2:16][CH2:15]2)=[CH:5][CH:4]=1)#[N:2], predict the reactants needed to synthesize it. The reactants are: [C:1]([C:3]1[C:12]2[C:7](=[CH:8][CH:9]=[CH:10][CH:11]=2)[C:6]([S:13][C:14]2([C:18]([O:20]CC)=[O:19])[CH2:17][CH2:16][CH2:15]2)=[CH:5][CH:4]=1)#[N:2].O.[OH-].[Li+]. (5) Given the product [F:16][C:15]([F:18])([F:17])[O:14][C:11]1[CH:12]=[CH:13][C:8]([C:4]2[N:3]=[C:2]([C:24]3[CH:25]=[CH:26][C:21]([CH:19]=[O:20])=[CH:22][CH:23]=3)[CH:7]=[CH:6][N:5]=2)=[CH:9][CH:10]=1, predict the reactants needed to synthesize it. The reactants are: Cl[C:2]1[CH:7]=[CH:6][N:5]=[C:4]([C:8]2[CH:13]=[CH:12][C:11]([O:14][C:15]([F:18])([F:17])[F:16])=[CH:10][CH:9]=2)[N:3]=1.[CH:19]([C:21]1[CH:26]=[CH:25][C:24](B(O)O)=[CH:23][CH:22]=1)=[O:20]. (6) Given the product [I:23][C:2]1[CH:22]=[CH:21][C:5]2[N:6]3[CH:11]=[C:10]([C:12]4[CH:17]=[CH:16][C:15]([N:18]([CH3:20])[CH3:19])=[CH:14][CH:13]=4)[N:9]=[C:7]3[S:8][C:4]=2[CH:3]=1, predict the reactants needed to synthesize it. The reactants are: F[C:2]1[CH:22]=[CH:21][C:5]2[N:6]3[CH:11]=[C:10]([C:12]4[CH:17]=[CH:16][C:15]([N:18]([CH3:20])[CH3:19])=[CH:14][CH:13]=4)[N:9]=[C:7]3[S:8][C:4]=2[CH:3]=1.[I:23]I.[O-]S([O-])(=S)=O.[Na+].[Na+]. (7) Given the product [Br:1][C:2]1[N:24]=[C:5]2[C:6]([O:22][CH3:23])=[CH:7][C:8]([C:10]([N:12]3[CH:17]([CH2:18][CH2:19][O:20][Si:26]([CH:33]([CH3:35])[CH3:34])([CH:30]([CH3:32])[CH3:31])[CH:27]([CH3:29])[CH3:28])[CH2:16][O:15][CH:14]([CH3:21])[CH2:13]3)=[O:11])=[CH:9][N:4]2[N:3]=1, predict the reactants needed to synthesize it. The reactants are: [Br:1][C:2]1[N:24]=[C:5]2[C:6]([O:22][CH3:23])=[CH:7][C:8]([C:10]([N:12]3[CH:17]([CH2:18][CH2:19][OH:20])[CH2:16][O:15][CH:14]([CH3:21])[CH2:13]3)=[O:11])=[CH:9][N:4]2[N:3]=1.Cl[Si:26]([CH:33]([CH3:35])[CH3:34])([CH:30]([CH3:32])[CH3:31])[CH:27]([CH3:29])[CH3:28].N1C=CN=C1.